Dataset: Catalyst prediction with 721,799 reactions and 888 catalyst types from USPTO. Task: Predict which catalyst facilitates the given reaction. (1) Reactant: CC(C)([O-])C.[K+].[Cl:7][C:8]1[CH:9]=[C:10]([SH:14])[CH:11]=[CH:12][CH:13]=1.[CH2:15]([N:22]1[CH2:27][CH2:26][CH:25]([NH:28][C:29](=[O:32])[CH2:30]Cl)[CH2:24][CH2:23]1)[C:16]1[CH:21]=[CH:20][CH:19]=[CH:18][CH:17]=1. Product: [CH2:15]([N:22]1[CH2:23][CH2:24][CH:25]([NH:28][C:29](=[O:32])[CH2:30][S:14][C:10]2[CH:11]=[CH:12][CH:13]=[C:8]([Cl:7])[CH:9]=2)[CH2:26][CH2:27]1)[C:16]1[CH:17]=[CH:18][CH:19]=[CH:20][CH:21]=1. The catalyst class is: 1. (2) Reactant: FC(F)(F)S(O[CH:7]([CH2:11][NH:12][C:13]([O:15][CH2:16][C:17]1[CH:22]=[CH:21][CH:20]=[CH:19][CH:18]=1)=[O:14])[CH:8]([F:10])[F:9])(=O)=O.[N-:25]=[N+:26]=[N-:27].[Na+]. Product: [N:25]([CH:7]([CH:8]([F:10])[F:9])[CH2:11][NH:12][C:13](=[O:14])[O:15][CH2:16][C:17]1[CH:22]=[CH:21][CH:20]=[CH:19][CH:18]=1)=[N+:26]=[N-:27]. The catalyst class is: 18. (3) Reactant: C[O:2][C:3](=[O:29])[CH2:4][CH:5]1[CH2:9][CH2:8][N:7]([CH:10]2[CH2:28][CH2:27][C:12]3([C:18]4[CH:19]=[CH:20][CH:21]=[CH:22][C:17]=4[CH2:16][C:15]4[CH:23]=[CH:24][CH:25]=[CH:26][C:14]=4[CH2:13]3)[CH2:11]2)[CH2:6]1.C1C2C(O)C3(CCC(O)C3)C3C=CC=CC=3CC=2C=CC=1.C1C2CC3(CCC(N4CCOC(C(OCC)=O)C4)C3)C3C=CC=CC=3CC=2C=CC=1.[Li+].[OH-]. Product: [CH:26]1[C:14]2[CH2:13][C:12]3([CH2:27][CH2:28][CH:10]([N:7]4[CH2:8][CH2:9][CH:5]([CH2:4][C:3]([OH:29])=[O:2])[CH2:6]4)[CH2:11]3)[C:18]3[CH:19]=[CH:20][CH:21]=[CH:22][C:17]=3[CH2:16][C:15]=2[CH:23]=[CH:24][CH:25]=1. The catalyst class is: 24. (4) Reactant: [Br:1][C:2]1[CH:9]=[CH:8][C:5]([C:6]#[N:7])=[CH:4][CH:3]=1.Cl.[NH2:11][OH:12].CCN(C(C)C)C(C)C. Product: [Br:1][C:2]1[CH:9]=[CH:8][C:5]([C:6](=[N:11][OH:12])[NH2:7])=[CH:4][CH:3]=1. The catalyst class is: 8. (5) Reactant: CC1C=CC(S(O[CH2:12][CH:13]2[O:18][C:17]3[CH:19]=[C:20]([S:23]([CH3:26])(=[O:25])=[O:24])[CH:21]=[CH:22][C:16]=3[O:15][CH2:14]2)(=O)=O)=CC=1.[CH3:27][CH:28]([NH2:30])[CH3:29]. Product: [CH3:26][S:23]([C:20]1[CH:21]=[CH:22][C:16]2[O:15][CH2:14][CH:13]([CH2:12][NH:30][CH:28]([CH3:29])[CH3:27])[O:18][C:17]=2[CH:19]=1)(=[O:24])=[O:25]. The catalyst class is: 10. (6) Reactant: [F:1][C:2]([F:37])([C:6]([F:36])([F:35])[C:7]([F:34])([F:33])[C:8]([F:32])([F:31])[C:9]([F:30])([F:29])[C:10]([F:28])([F:27])[C:11]([F:26])([F:25])[C:12]([F:24])([F:23])[C:13]([F:22])([F:21])[C:14]([F:20])([F:19])[C:15]([F:18])([F:17])[F:16])[C:3](Cl)=[O:4].[OH:38][C:39]1[CH:81]=[CH:80][C:42]([C:43]2[CH:48]=[CH:47][C:46]([C:49]3[C:62]4[C:57](=[CH:58][CH:59]=[CH:60][CH:61]=4)[C:56]4[CH:55]=[CH:54][C:53]([C:74]5[CH:79]=[CH:78][CH:77]=[CH:76][CH:75]=5)([C:63]5[CH:68]=[CH:67][C:66]([N:69]6[CH2:73][CH2:72][CH2:71][CH2:70]6)=[CH:65][CH:64]=5)[O:52][C:51]=4[CH:50]=3)=[CH:45][CH:44]=2)=[CH:41][CH:40]=1.N1C=CC=CC=1.Cl. Product: [F:1][C:2]([F:37])([C:6]([F:36])([F:35])[C:7]([F:34])([F:33])[C:8]([F:32])([F:31])[C:9]([F:30])([F:29])[C:10]([F:28])([F:27])[C:11]([F:26])([F:25])[C:12]([F:24])([F:23])[C:13]([F:22])([F:21])[C:14]([F:20])([F:19])[C:15]([F:18])([F:17])[F:16])[C:3]([O:38][C:39]1[CH:40]=[CH:41][C:42]([C:43]2[CH:44]=[CH:45][C:46]([C:49]3[C:62]4[C:57](=[CH:58][CH:59]=[CH:60][CH:61]=4)[C:56]4[CH:55]=[CH:54][C:53]([C:74]5[CH:75]=[CH:76][CH:77]=[CH:78][CH:79]=5)([C:63]5[CH:68]=[CH:67][C:66]([N:69]6[CH2:73][CH2:72][CH2:71][CH2:70]6)=[CH:65][CH:64]=5)[O:52][C:51]=4[CH:50]=3)=[CH:47][CH:48]=2)=[CH:80][CH:81]=1)=[O:4]. The catalyst class is: 172. (7) Reactant: [CH2:1]([C:8]1([OH:26])[CH2:13][CH2:12][N:11]([C:14]([C:16]2[C:24]3[O:23][CH2:22][O:21][C:20]=3[CH:19]=[CH:18][C:17]=2Br)=[O:15])[CH2:10][CH2:9]1)[C:2]1[CH:7]=[CH:6][CH:5]=[CH:4][CH:3]=1.[N:27]1[CH:32]=[CH:31][C:30](B(O)O)=[CH:29][CH:28]=1.C(=O)([O-])[O-].[Na+].[Na+].COCCOC. Product: [CH2:1]([C:8]1([OH:26])[CH2:13][CH2:12][N:11]([C:14]([C:16]2[C:24]3[O:23][CH2:22][O:21][C:20]=3[CH:19]=[CH:18][C:17]=2[C:30]2[CH:31]=[CH:32][N:27]=[CH:28][CH:29]=2)=[O:15])[CH2:10][CH2:9]1)[C:2]1[CH:7]=[CH:6][CH:5]=[CH:4][CH:3]=1. The catalyst class is: 257.